Dataset: Reaction yield outcomes from USPTO patents with 853,638 reactions. Task: Predict the reaction yield, written as a fraction of the theoretical maximum amount of product (1.0 means a 100% yield; for example, 0.34 means a 34% yield). (1) The reactants are [C:1]([C:5]1[N:19]=[C:8]2[N:9]=[CH:10][C:11]([C:13]#[C:14][Si](C)(C)C)=[CH:12][N:7]2[N:6]=1)([CH3:4])([CH3:3])[CH3:2].[F:20][C:21]1[CH:26]=[CH:25][C:24]([F:27])=[CH:23][C:22]=1I.CCN(CC)CC.CCCC[N+](CCCC)(CCCC)CCCC.[F-].C1COCC1. The catalyst is CN(C=O)C.Cl[Pd](Cl)([P](C1C=CC=CC=1)(C1C=CC=CC=1)C1C=CC=CC=1)[P](C1C=CC=CC=1)(C1C=CC=CC=1)C1C=CC=CC=1.[Cu]I.C1(P(C2C=CC=CC=2)C2C=CC=CC=2)C=CC=CC=1. The product is [C:1]([C:5]1[N:19]=[C:8]2[N:9]=[CH:10][C:11]([C:13]#[C:14][C:25]3[CH:26]=[C:21]([F:20])[CH:22]=[CH:23][C:24]=3[F:27])=[CH:12][N:7]2[N:6]=1)([CH3:4])([CH3:3])[CH3:2]. The yield is 0.640. (2) The reactants are [OH:1][C:2]1[C:7]([CH3:8])=[N:6][N:5]([CH3:9])[C:4](=[O:10])[C:3]=1C(OC)=O.Cl. The catalyst is O1CCOCC1.CCOC(C)=O. The product is [OH:1][C:2]1[C:7]([CH3:8])=[N:6][N:5]([CH3:9])[C:4](=[O:10])[CH:3]=1. The yield is 0.350. (3) The reactants are [C:1]([OH:10])(=[O:9])[C:2]1[C:3](=[CH:5][CH:6]=[CH:7][CH:8]=1)[NH2:4].[C:11](OCC)(OCC)(OCC)[CH3:12]. The yield is 0.720. No catalyst specified. The product is [CH3:11][C:12]1[O:9][C:1](=[O:10])[C:2]2[CH:8]=[CH:7][CH:6]=[CH:5][C:3]=2[N:4]=1. (4) The reactants are COC1C=C(OC)C=CC=1C[N:6]([C:33]1[CH:38]=[CH:37][N:36]=[CH:35][N:34]=1)[S:7]([C:10]1[CH:15]=[C:14]([F:16])[C:13]([O:17][C@H:18]2[CH2:23][CH2:22][C:21]([CH3:25])([CH3:24])[CH2:20][C@@H:19]2[C:26]2[N:30]([CH3:31])[N:29]=[CH:28][CH:27]=2)=[CH:12][C:11]=1[F:32])(=[O:9])=[O:8].C([SiH](CC)CC)C.FC(F)(F)C(O)=O. The catalyst is ClCCl. The product is [CH3:24][C:21]1([CH3:25])[CH2:22][CH2:23][C@H:18]([O:17][C:13]2[C:14]([F:16])=[CH:15][C:10]([S:7]([NH:6][C:33]3[CH:38]=[CH:37][N:36]=[CH:35][N:34]=3)(=[O:8])=[O:9])=[C:11]([F:32])[CH:12]=2)[C@@H:19]([C:26]2[N:30]([CH3:31])[N:29]=[CH:28][CH:27]=2)[CH2:20]1. The yield is 0.890.